Dataset: Drug-target binding data from BindingDB using Ki measurements. Task: Regression. Given a target protein amino acid sequence and a drug SMILES string, predict the binding affinity score between them. We predict pKi (pKi = -log10(Ki in M); higher means stronger inhibition). Dataset: bindingdb_ki. (1) The small molecule is Cc1nc(N(C)C(=O)Cc2ccc(-c3ccccc3F)cc2)sc1S(N)(=O)=O. The target protein (Q9Y2D0) has sequence MVVMNSLRVILQASPGKLLWRKFQIPRFMPARPCSLYTCTYKTRNRALHPLWESVDLVPGGDRQSPINIRWRDSVYDPGLKPLTISYDPATCLHVWNNGYSFLVEFEDSTDKSVIKGGPLEHNYRLKQFHFHWGAIDAWGSEHTVDSKCFPAELHLVHWNAVRFENFEDAALEENGLAVIGVFLKLGKHHKELQKLVDTLPSIKHKDALVEFGSFDPSCLMPTCPDYWTYSGSLTTPPLSESVTWIIKKQPVEVDHDQLEQFRTLLFTSEGEKEKRMVDNFRPLQPLMNRTVRSSFRHDYVLNVQAKPKPATSQATP. The pKi is 7.2. (2) The small molecule is CC(C)C[C@H](NC(=O)[C@H](CC(C)C)NC(=O)[C@H](Cc1ccc(O)cc1)NC(=O)CNC(=O)[C@H](C)NC(=O)[C@H](CO)NC(=O)[C@H](CC(N)=O)NC(=O)[C@H](CC(C)C)NC(=O)[C@@H](NC(=O)[C@H](Cc1c[nH]c2ccccc12)NC(=O)CN)[C@@H](C)O)C(=O)NCC(=O)N1CCC[C@H]1C(=O)N1CCC[C@H]1C(=O)N1CCC[C@H]1C(=O)NCC(=O)N[C@@H](Cc1ccccc1)C(=O)N[C@@H](CO)C(=O)N1CCC[C@H]1C(=O)N[C@@H](Cc1ccccc1)C(=O)N[C@@H](CCCN=C(N)N)C(N)=O. The target protein (Q62805) has sequence MELAPVNLSEGNGSDPEPPAEPRPLFGIGVENFITLVVFGLIFAMGVLGNSLVITVLARSKPGKPRSTTNLFILNLSIADLAYLLFCIPFQATVYALPTWVLGAFICKFIHYFFTVSMLVSIFTLAAMSVDRYVAIVHSRRSSSLRVSRNALLGVGFIWALSIAMASPVAYYQRLFHRDSNQTFCWEHWPNQLHKKAYVVCTFVFGYLLPLLLICFCYAKVLNHLHKKLKNMSKKSEASKKKTAQTVLVVVVVFGISWLPHHVIHLWAEFGAFPLTPASFFFRITAHCLAYSNSSVNPIIYAFLSENFRKAYKQVFKCRVCNESPHGDAKEKNRIDTPPSTNCTHV. The pKi is 9.4. (3) The small molecule is OC(CCN1CCCC1)(c1ccccc1)C1CCCCC1. The target protein (P17200) has sequence MHNLSAQPWQAKMANLTYDNVTLSNRSEVAIQPPTNYKTVELVFIATVTGSLSLVTVVGNILVMLSIKVNRQLQTVNNYFLFSLACADLIIGVFSMNLYTVYIIKGYWPLGAVVCDLWLALDYVVSNASVMNLLIISFDRYFCVTKPLTYPARRTTKMAGLMIAAAWILSFILWAPAILFWQFIVGKRTVHERECYIQFLSNPAVTFGTAIAAFYLPVVIMTVLYIHISLASRSRVRRHKPESRKERKGKSLSFFKAPPVKQNNNNSPKRAVEVKEEVRNGKVDDQPSAQTEATGQQEEKETSNESSTVSMTQTTKDKPTTEILPAGQGQSPAHPRVNPTSKWSKIKIVTKQTGTESVTAIEIVPAKAGASDHNSLSNSRPANVARKFASIARSQVRKKRQMAAREKKVTRTIFAILLAFILTWTPYNVMVLINTFCETCVPETVWSIGYWLCYVNSTINPACYALCNATFKKTFKHLLMCQYRNIGTAR. The pKi is 8.2.